From a dataset of Reaction yield outcomes from USPTO patents with 853,638 reactions. Predict the reaction yield, written as a fraction of the theoretical maximum amount of product (1.0 means a 100% yield; for example, 0.34 means a 34% yield). (1) The yield is 0.760. The product is [F:1][CH2:2][CH:3]1[CH2:8][N:7]([C:11]2[CH:16]=[N:15][C:14]([N+:17]([O-:19])=[O:18])=[CH:13][CH:12]=2)[CH2:6][CH2:5][N:4]1[CH3:9]. The catalyst is C1C=CC(/C=C/C(/C=C/C2C=CC=CC=2)=O)=CC=1.C1C=CC(/C=C/C(/C=C/C2C=CC=CC=2)=O)=CC=1.C1C=CC(/C=C/C(/C=C/C2C=CC=CC=2)=O)=CC=1.[Pd].[Pd]. The reactants are [F:1][CH2:2][CH:3]1[CH2:8][NH:7][CH2:6][CH2:5][N:4]1[CH3:9].Br[C:11]1[CH:12]=[CH:13][C:14]([N+:17]([O-:19])=[O:18])=[N:15][CH:16]=1.C(=O)([O-])[O-].[Cs+].[Cs+].CC1(C)C2C(=C(P(C3C=CC=CC=3)C3C=CC=CC=3)C=CC=2)OC2C(P(C3C=CC=CC=3)C3C=CC=CC=3)=CC=CC1=2. (2) The reactants are [C:1]([N:6]1[CH2:10][CH2:9][O:8][C:7]1=[O:11])(=[O:5])/[CH:2]=[CH:3]/[CH3:4].FC(F)(F)S(O)(=O)=O.[CH3:20][O:21][C:22]1[CH:27]=[CH:26][C:25]([NH2:28])=[CH:24][CH:23]=1.COC1C=CC(N)=CC=1.[Cl-].[NH4+]. The catalyst is O1CCCC1. The product is [CH3:20][O:21][C:22]1[CH:27]=[CH:26][C:25]([NH:28][CH:3]([CH3:4])[CH2:2][C:1]([N:6]2[CH2:10][CH2:9][O:8][C:7]2=[O:11])=[O:5])=[CH:24][CH:23]=1. The yield is 0.830. (3) The reactants are [F:1][C:2]1[CH:7]=[CH:6][C:5]([C:8](=O)[CH2:9][C:10]([O:12]CC)=O)=[CH:4][CH:3]=1.CC1C=CC(S(O)(=O)=O)=CC=1.[N:27]1[CH:32]=[CH:31][CH:30]=[CH:29][C:28]=1[C:33]1[C:34]([NH2:39])=[N:35][NH:36][C:37]=1[NH2:38]. The catalyst is CCCCO. The product is [NH2:39][C:34]1[C:33]([C:28]2[CH:29]=[CH:30][CH:31]=[CH:32][N:27]=2)=[C:37]2[NH:38][C:8]([C:5]3[CH:4]=[CH:3][C:2]([F:1])=[CH:7][CH:6]=3)=[CH:9][C:10](=[O:12])[N:36]2[N:35]=1. The yield is 0.0600. (4) The reactants are [CH3:1][C:2]1[C:3]([NH2:9])=[N:4][C:5]([CH3:8])=[CH:6][N:7]=1.[C:10]1([CH3:23])[CH:15]=[C:14]([CH3:16])[CH:13]=[C:12]([CH3:17])[C:11]=1[S:18]([O:21][NH2:22])(=[O:20])=[O:19]. The catalyst is C(Cl)Cl. The product is [NH2:22][N:4]1[C:5]([CH3:8])=[CH:6][N:7]=[C:2]([CH3:1])[C:3]1=[NH2+:9].[CH3:17][C:12]1[CH:13]=[C:14]([CH3:16])[CH:15]=[C:10]([CH3:23])[C:11]=1[S:18]([O-:21])(=[O:20])=[O:19]. The yield is 0.590. (5) The reactants are [OH:1][C:2]1[CH:10]=[CH:9][C:5]([C:6](O)=[O:7])=[CH:4][C:3]=1[O:11][CH3:12].[OH-].[Na+]. The catalyst is O. The product is [OH:1][C:2]1[CH:10]=[CH:9][C:5]([CH2:6][OH:7])=[CH:4][C:3]=1[O:11][CH3:12]. The yield is 0.925. (6) The catalyst is C(Cl)Cl. The reactants are [Br:1][C:2]1[CH:20]=[CH:19][CH:18]=[CH:17][C:3]=1[CH2:4][C:5]1[N:10]=[C:9]([C:11]([O:13][CH3:14])=[O:12])[C:8]([OH:15])=[C:7]([OH:16])[N:6]=1.[C:21](Cl)(=[O:23])[CH3:22].[NH4+].[Cl-]. The yield is 0.970. The product is [CH3:14][O:13][C:11]([C:9]1[N:10]=[C:5]([CH2:4][C:3]2[CH:17]=[CH:18][CH:19]=[CH:20][C:2]=2[Br:1])[NH:6][C:7](=[O:16])[C:8]=1[O:15][C:21](=[O:23])[CH3:22])=[O:12].